From a dataset of Full USPTO retrosynthesis dataset with 1.9M reactions from patents (1976-2016). Predict the reactants needed to synthesize the given product. (1) Given the product [CH3:1][O:2][C:3](=[O:18])[C@@H:4]([N:13]1[CH:17]=[CH:16][CH:15]=[CH:14]1)[CH2:5][C:6]1[CH:11]=[CH:10][C:9]([O:12][C:19](=[O:21])[CH3:20])=[CH:8][CH:7]=1, predict the reactants needed to synthesize it. The reactants are: [CH3:1][O:2][C:3](=[O:18])[C@@H:4]([N:13]1[CH:17]=[CH:16][CH:15]=[CH:14]1)[CH2:5][C:6]1[CH:11]=[CH:10][C:9]([OH:12])=[CH:8][CH:7]=1.[C:19](Cl)(=[O:21])[CH3:20]. (2) The reactants are: Cl.[NH2:2][CH2:3][C:4]([C:6]1[C:15]([O:16][CH3:17])=[CH:14][C:9]([C:10]([O:12][CH3:13])=[O:11])=[CH:8][C:7]=1[O:18][CH3:19])=[O:5].[C:20](OCC)(OCC)(OCC)[CH3:21]. Given the product [CH3:20][C:21]1[O:5][C:4]([C:6]2[C:7]([O:18][CH3:19])=[CH:8][C:9]([C:10]([O:12][CH3:13])=[O:11])=[CH:14][C:15]=2[O:16][CH3:17])=[CH:3][N:2]=1, predict the reactants needed to synthesize it. (3) The reactants are: [C:1]([O:5][C:6]([N:8]1[CH2:13][CH2:12][C:11](=[O:14])[C:10]([CH3:16])([CH3:15])[CH2:9]1)=[O:7])([CH3:4])([CH3:3])[CH3:2].[Cl:17][C:18]1[CH:23]=[CH:22][C:21]([Mg]Br)=[CH:20][CH:19]=1. Given the product [C:1]([O:5][C:6]([N:8]1[CH2:13][CH2:12][C:11]([C:21]2[CH:22]=[CH:23][C:18]([Cl:17])=[CH:19][CH:20]=2)([OH:14])[C:10]([CH3:16])([CH3:15])[CH2:9]1)=[O:7])([CH3:4])([CH3:2])[CH3:3], predict the reactants needed to synthesize it. (4) Given the product [Si:29]([O:36][CH2:37][C:38]1[N:43]=[CH:42][C:41]2[N:44]=[CH:45][N:46]([C:47]3[S:51][C:50]([C:52]([O:54][CH3:55])=[O:53])=[C:49]([O:56][CH2:64][C:65]4[CH:70]=[CH:69][CH:68]=[CH:67][C:66]=4[C:71]([F:72])([F:73])[F:74])[CH:48]=3)[C:40]=2[CH:39]=1)([C:32]([CH3:33])([CH3:34])[CH3:35])([CH3:30])[CH3:31], predict the reactants needed to synthesize it. The reactants are: [Si](OCC1N=CC2N(C3SC(C(OC)=O)=C(O)C=3)C=NC=2C=1)(C(C)(C)C)(C)C.[Si:29]([O:36][CH2:37][C:38]1[N:43]=[CH:42][C:41]2[N:44]=[CH:45][N:46]([C:47]3[S:51][C:50]([C:52]([O:54][CH3:55])=[O:53])=[C:49]([OH:56])[CH:48]=3)[C:40]=2[CH:39]=1)([C:32]([CH3:35])([CH3:34])[CH3:33])([CH3:31])[CH3:30].C([O-])([O-])=O.[K+].[K+].Br[CH2:64][C:65]1[CH:70]=[CH:69][CH:68]=[CH:67][C:66]=1[C:71]([F:74])([F:73])[F:72]. (5) The reactants are: Cl[C:2]1[N:11]=[C:10]([N:12]([CH3:14])[CH3:13])[C:9]2[C:4](=[CH:5][CH:6]=[CH:7][CH:8]=2)[N:3]=1.Cl.[NH2:16][CH2:17][C:18]1[CH:23]=[CH:22][C:21]([NH:24][C:25]([C:27]2[CH:32]=[CH:31][C:30]([C:33]3[CH:38]=[CH:37][CH:36]=[CH:35][CH:34]=3)=[CH:29][CH:28]=2)=[O:26])=[CH:20][CH:19]=1. Given the product [CH3:13][N:12]([CH3:14])[C:10]1[C:9]2[C:4](=[CH:5][CH:6]=[CH:7][CH:8]=2)[N:3]=[C:2]([NH:16][CH2:17][C:18]2[CH:19]=[CH:20][C:21]([NH:24][C:25]([C:27]3[CH:32]=[CH:31][C:30]([C:33]4[CH:34]=[CH:35][CH:36]=[CH:37][CH:38]=4)=[CH:29][CH:28]=3)=[O:26])=[CH:22][CH:23]=2)[N:11]=1, predict the reactants needed to synthesize it. (6) The reactants are: [C:1]1([CH2:7][CH2:8][CH2:9][CH:10]2[C:14]3[NH:15][C:16]([C:18]([O:20]CC)=[O:19])=[CH:17][C:13]=3[CH2:12][CH2:11]2)[CH:6]=[CH:5][CH:4]=[CH:3][CH:2]=1.[OH-].[Na+]. Given the product [C:1]1([CH2:7][CH2:8][CH2:9][CH:10]2[C:14]3[NH:15][C:16]([C:18]([OH:20])=[O:19])=[CH:17][C:13]=3[CH2:12][CH2:11]2)[CH:6]=[CH:5][CH:4]=[CH:3][CH:2]=1, predict the reactants needed to synthesize it.